This data is from Catalyst prediction with 721,799 reactions and 888 catalyst types from USPTO. The task is: Predict which catalyst facilitates the given reaction. (1) Reactant: [Cl:1][C:2]1[CH:3]=[CH:4][C:5]2[N:11]3[CH:12]=[CH:13][CH:14]=[C:10]3[CH:9]([CH2:15][CH2:16][C:17]([N:19]3[CH2:24][CH2:23][CH:22]([CH2:25][C:26](O)=[O:27])[CH2:21][CH2:20]3)=[O:18])[O:8][CH:7]([C:29]3[CH:34]=[CH:33][CH:32]=[C:31]([O:35][CH3:36])[C:30]=3[O:37][CH3:38])[C:6]=2[CH:39]=1.[CH3:40][NH:41][CH3:42]. Product: [Cl:1][C:2]1[CH:3]=[CH:4][C:5]2[N:11]3[CH:12]=[CH:13][CH:14]=[C:10]3[C@@H:9]([CH2:15][CH2:16][C:17]([N:19]3[CH2:20][CH2:21][CH:22]([CH2:25][C:26]([N:41]([CH3:42])[CH3:40])=[O:27])[CH2:23][CH2:24]3)=[O:18])[O:8][C@H:7]([C:29]3[CH:34]=[CH:33][CH:32]=[C:31]([O:35][CH3:36])[C:30]=3[O:37][CH3:38])[C:6]=2[CH:39]=1. The catalyst class is: 5. (2) Reactant: [Cl:1][C:2]1[N:7]=[CH:6][C:5]([NH:8][C:9]([CH2:11][O:12][C:13](=[O:15])[CH3:14])=O)=[C:4]([NH:16][C@@H:17]([CH3:22])[C:18]([F:21])([F:20])[F:19])[CH:3]=1.C(O)(=O)C. Product: [Cl:1][C:2]1[N:7]=[CH:6][C:5]2[N:8]=[C:9]([CH2:11][O:12][C:13](=[O:15])[CH3:14])[N:16]([C@@H:17]([CH3:22])[C:18]([F:21])([F:20])[F:19])[C:4]=2[CH:3]=1. The catalyst class is: 9.